This data is from Forward reaction prediction with 1.9M reactions from USPTO patents (1976-2016). The task is: Predict the product of the given reaction. Given the reactants BrC1C=CC(O)=C(C2(O)C3C(=CC=CC=3)N(CCCCC)C2=O)C=1.O[C:26]1([C:42]2[C:51]([OH:52])=[CH:50][C:49]3[CH2:48][CH2:47][CH2:46][CH2:45][C:44]=3[CH:43]=2)[C:34]2[C:29](=[CH:30][CH:31]=[CH:32][CH:33]=2)[N:28]([CH2:35][C:36]([O:38][CH2:39][CH3:40])=[O:37])[C:27]1=[O:41], predict the reaction product. The product is: [OH:52][C:51]1[C:42]([CH:26]2[C:34]3[C:29](=[CH:30][CH:31]=[CH:32][CH:33]=3)[N:28]([CH2:35][C:36]([O:38][CH2:39][CH3:40])=[O:37])[C:27]2=[O:41])=[CH:43][C:44]2[CH2:45][CH2:46][CH2:47][CH2:48][C:49]=2[CH:50]=1.